From a dataset of Catalyst prediction with 721,799 reactions and 888 catalyst types from USPTO. Predict which catalyst facilitates the given reaction. Reactant: NC1[C:11](=[O:12])[C:10]2[C:5](=[CH:6][C:7]([Cl:13])=[CH:8][CH:9]=2)[N:4]([C:14]2[CH:19]=[CH:18][CH:17]=[CH:16][C:15]=2[Cl:20])[C:3]=1[CH3:21].[O:22]1[CH2:27][CH2:26][N:25]([C:28]2[CH:36]=[CH:35][C:31]([C:32]([OH:34])=O)=[CH:30]N=2)[CH2:24][CH2:23]1.[CH2:37](Cl)Cl.[CH:40]([N:43](CC)C(C)C)(C)C. Product: [Cl:13][C:7]1[CH:6]=[C:5]2[C:10]([C:11](=[O:12])[C:21]([CH2:40][NH:43][C:32](=[O:34])[C:31]3[CH:35]=[CH:36][C:28]([N:25]4[CH2:24][CH2:23][O:22][CH2:27][CH2:26]4)=[CH:37][CH:30]=3)=[CH:3][N:4]2[C:14]2[CH:19]=[CH:18][CH:17]=[CH:16][C:15]=2[Cl:20])=[CH:9][CH:8]=1. The catalyst class is: 13.